This data is from Full USPTO retrosynthesis dataset with 1.9M reactions from patents (1976-2016). The task is: Predict the reactants needed to synthesize the given product. (1) Given the product [Cl:16][C:17]1[CH:22]=[CH:21][C:20]([C:23]2[CH:24]=[C:25]([C:28]([N:10]3[CH2:9][C@H:8]([CH2:11][CH:12]([CH3:14])[CH3:13])[NH:7][C:6](=[O:15])[C@@H:5]3[CH2:1][CH:2]([CH3:4])[CH3:3])=[O:29])[S:26][CH:27]=2)=[CH:19][CH:18]=1, predict the reactants needed to synthesize it. The reactants are: [CH2:1]([C@@H:5]1[NH:10][CH2:9][C@H:8]([CH2:11][CH:12]([CH3:14])[CH3:13])[NH:7][C:6]1=[O:15])[CH:2]([CH3:4])[CH3:3].[Cl:16][C:17]1[CH:22]=[CH:21][C:20]([C:23]2[CH:24]=[C:25]([C:28](O)=[O:29])[S:26][CH:27]=2)=[CH:19][CH:18]=1.C([C@@H]1N(C([C@@H]2C[C@H]2C2C=CC=CC=2)=O)C[C@H](CC(C)C)NC1=O)C(C)C. (2) The reactants are: [CH3:1][O:2][C:3]1[CH:22]=[CH:21][C:6]([CH2:7][C@@H:8]2[C:12]3=[N:13][C:14]4[CH:19]=[CH:18][CH:17]=[CH:16][C:15]=4[N:11]3[C:10](=[O:20])[NH:9]2)=[CH:5][CH:4]=1.[NH2:23][CH:24]1[CH2:29][CH2:28][CH2:27][CH:26]([C:30]([O:32][CH3:33])=[O:31])[CH2:25]1.C(O)(C(F)(F)F)=O. Given the product [NH:11]1[C:15]2[CH:16]=[CH:17][CH:18]=[CH:19][C:14]=2[N:13]=[C:12]1[C@H:8]([NH:9][C:10](=[O:20])[NH:23][CH:24]1[CH2:29][CH2:28][CH2:27][CH:26]([C:30]([O:32][CH3:33])=[O:31])[CH2:25]1)[CH2:7][C:6]1[CH:5]=[CH:4][C:3]([O:2][CH3:1])=[CH:22][CH:21]=1, predict the reactants needed to synthesize it. (3) The reactants are: [NH2:1][C:2](=[O:25])[CH2:3][O:4][NH:5][C:6]([C@@H:8]1[CH2:14][CH2:13][C@@H:12]2[CH2:15][N:9]1[C:10](=[O:24])[N:11]2[O:16]CC1C=CC=CC=1)=[O:7]. Given the product [NH2:1][C:2](=[O:25])[CH2:3][O:4][NH:5][C:6]([C@@H:8]1[CH2:14][CH2:13][C@@H:12]2[CH2:15][N:9]1[C:10](=[O:24])[N:11]2[OH:16])=[O:7], predict the reactants needed to synthesize it. (4) Given the product [P:17]([O:16][CH2:15][C@H:13]1[O:14][C@@H:10]([N:7]2[C:5]3[N:6]=[CH:1][N:2]=[C:3]([NH2:30])[C:4]=3[N:9]=[CH:8]2)[C@H:11]([OH:31])[C@@H:12]1[OH:29])([O:20][P:21]([O:24][P:25]([OH:28])([OH:27])=[O:26])([OH:23])=[O:22])(=[O:19])[OH:18], predict the reactants needed to synthesize it. The reactants are: [CH:1]1[N:6]=[C:5]2[N:7]([C@@H:10]3[O:14][C@H:13]([CH2:15][O:16][P:17]([O:20][P:21]([O:24][P:25]([OH:28])([OH:27])=[O:26])([OH:23])=[O:22])([OH:19])=[O:18])[C@@H:12]([OH:29])[CH2:11]3)[CH:8]=[N:9][C:4]2=[C:3]([NH2:30])[N:2]=1.[OH:31]P(=O)(OC[C@H]1O[C@@H](N2C=C(C)C(=O)NC2=O)C[C@@H]1O)OP(=O)(OP(=O)(O)O)O.P(OC[C@H]1O[C@@H](N2C3N=C(N)NC(=O)C=3N=C2)C[C@@H]1O)(OP(OP(O)(O)=O)(O)=O)(=O)O.P(OC[C@H]1O[C@@H](N2C=CC(N)=NC2=O)C[C@@H]1O)(OP(OP(O)(O)=O)(O)=O)(=O)O. (5) Given the product [C:26]([O:25][C:23]([C@@H:19]1[CH2:20][CH2:21][CH2:22][N:18]1[CH2:2][C:3]([N:5]1[CH2:10][CH2:9][S:8][C:7]2[CH:11]=[C:12]([N+:15]([O-:17])=[O:16])[CH:13]=[CH:14][C:6]1=2)=[O:4])=[O:24])([CH3:29])([CH3:27])[CH3:28], predict the reactants needed to synthesize it. The reactants are: Cl[CH2:2][C:3]([N:5]1[CH2:10][CH2:9][S:8][C:7]2[CH:11]=[C:12]([N+:15]([O-:17])=[O:16])[CH:13]=[CH:14][C:6]1=2)=[O:4].[NH:18]1[CH2:22][CH2:21][CH2:20][C@H:19]1[C:23]([O:25][C:26]([CH3:29])([CH3:28])[CH3:27])=[O:24]. (6) Given the product [Cl:1][C:2]1[N:7]=[C:6]([C:8]2[C:10]3[C:15](=[N:14][CH:13]=[CH:12][N:11]=3)[NH:18][N:17]=2)[CH:5]=[CH:4][CH:3]=1, predict the reactants needed to synthesize it. The reactants are: [Cl:1][C:2]1[N:7]=[C:6]([C:8]([C:10]2[C:15](F)=[N:14][CH:13]=[CH:12][N:11]=2)=O)[CH:5]=[CH:4][CH:3]=1.[NH2:17][NH2:18]. (7) The reactants are: [N-:1]=[N+:2]=[N-:3].[Na+].C(Cl)Cl.FC(F)(F)S(OS(C(F)(F)F)(=O)=O)(=O)=O.C(O)(C(F)(F)F)=O.N[C@H:31]1[C:42](=[O:43])[O:41][CH2:40][C@@H:39]([C:44]2[CH:49]=[CH:48][CH:47]=[CH:46][CH:45]=2)[NH:38][C:37](=[O:50])[CH2:36][CH2:35][CH:34]=[CH:33][CH2:32]1.C(=O)([O-])[O-].[K+].[K+].S(N=[N+]=[N-])(C(F)(F)F)(=O)=O. Given the product [N:1]([C@H:31]1[C:42](=[O:43])[O:41][CH2:40][C@@H:39]([C:44]2[CH:49]=[CH:48][CH:47]=[CH:46][CH:45]=2)[NH:38][C:37](=[O:50])[CH2:36][CH2:35][CH:34]=[CH:33][CH2:32]1)=[N+:2]=[N-:3], predict the reactants needed to synthesize it.